Dataset: Full USPTO retrosynthesis dataset with 1.9M reactions from patents (1976-2016). Task: Predict the reactants needed to synthesize the given product. (1) The reactants are: [CH3:1][O:2][C:3]([C:5]1[S:6][C:7]([N+]([O-])=O)=[C:8]([S:10]([C:13]2[CH:14]=[N:15][C:16]([Br:20])=[C:17]([Cl:19])[CH:18]=2)(=[O:12])=[O:11])[CH:9]=1)=[O:4].[CH3:24][S-:25].[Na+].C(O)(=O)C. Given the product [CH3:1][O:2][C:3]([C:5]1[S:6][C:7]([S:25][CH3:24])=[C:8]([S:10]([C:13]2[CH:14]=[N:15][C:16]([Br:20])=[C:17]([Cl:19])[CH:18]=2)(=[O:12])=[O:11])[CH:9]=1)=[O:4], predict the reactants needed to synthesize it. (2) Given the product [CH:21]([C:18]1[CH:19]=[CH:20][C:15]([CH:12]2[C:11]3[C:24]([CH3:25])=[C:7]([NH:6][C:4](=[O:5])[CH2:3][C:2]([CH3:31])([CH3:30])[CH3:1])[C:8]([CH3:29])=[C:9]([C:33]4[CH:38]=[CH:37][CH:36]=[CH:35][N:34]=4)[C:10]=3[O:14][CH2:13]2)=[CH:16][CH:17]=1)([CH3:23])[CH3:22], predict the reactants needed to synthesize it. The reactants are: [CH3:1][C:2]([CH3:31])([CH3:30])[CH2:3][C:4]([NH:6][C:7]1[C:8]([CH3:29])=[C:9](B(O)O)[C:10]2[O:14][CH2:13][CH:12]([C:15]3[CH:20]=[CH:19][C:18]([CH:21]([CH3:23])[CH3:22])=[CH:17][CH:16]=3)[C:11]=2[C:24]=1[CH3:25])=[O:5].Br[C:33]1[CH:38]=[CH:37][CH:36]=[CH:35][N:34]=1. (3) Given the product [CH2:18]([O:11][C:10](=[O:12])[CH2:9][C:4]1[CH:5]=[CH:6][C:7]([F:8])=[C:2]([Br:1])[CH:3]=1)[CH3:19], predict the reactants needed to synthesize it. The reactants are: [Br:1][C:2]1[CH:3]=[C:4]([CH2:9][C:10]([OH:12])=[O:11])[CH:5]=[CH:6][C:7]=1[F:8].S(=O)(=O)(O)O.[CH3:18][CH2:19]O.